From a dataset of Catalyst prediction with 721,799 reactions and 888 catalyst types from USPTO. Predict which catalyst facilitates the given reaction. (1) Reactant: N[C@H](CO)C(O)=O.CC1N=C([C@H]2CSCN2)SC=1.[CH3:19][C:20]1[N:21]=[C:22]([C@H:25]2[CH2:29][O:28][CH2:27][N:26]2C(OC(C)(C)C)=O)[S:23][CH:24]=1.Cl. Product: [CH3:19][C:20]1[N:21]=[C:22]([C@H:25]2[CH2:29][O:28][CH2:27][NH:26]2)[S:23][CH:24]=1. The catalyst class is: 12. (2) Reactant: [CH3:1][C:2]1[C:25]([CH3:26])=[CH:24][CH:23]=[CH:22][C:3]=1[O:4][CH:5]1[CH2:10][CH2:9][N:8]([C:11]([O:13][CH2:14][C:15]2[CH:20]=[CH:19][CH:18]=[CH:17][CH:16]=2)=[O:12])[CH2:7][C:6]1=[O:21].CCC(C)[BH-](C(C)CC)C(C)CC.[K+]. Product: [CH3:1][C:2]1[C:25]([CH3:26])=[CH:24][CH:23]=[CH:22][C:3]=1[O:4][C@H:5]1[CH2:10][CH2:9][N:8]([C:11]([O:13][CH2:14][C:15]2[CH:20]=[CH:19][CH:18]=[CH:17][CH:16]=2)=[O:12])[CH2:7][C@H:6]1[OH:21]. The catalyst class is: 7. (3) Reactant: Br[C:2]1[CH:10]=[C:9]2[C:5]([CH:6]=[N:7][NH:8]2)=[C:4]([NH:11][C:12]([C:14]2[CH:19]=[CH:18][CH:17]=[CH:16][N:15]=2)=[O:13])[CH:3]=1.[NH:20]1[C:28]2[C:23](=[C:24](B(O)O)[CH:25]=[CH:26][CH:27]=2)[CH:22]=[CH:21]1.C(=O)([O-])[O-].[Na+].[Na+]. The catalyst class is: 117. Product: [NH:20]1[C:28]2[C:23](=[C:24]([C:2]3[CH:10]=[C:9]4[C:5]([CH:6]=[N:7][NH:8]4)=[C:4]([NH:11][C:12]([C:14]4[CH:19]=[CH:18][CH:17]=[CH:16][N:15]=4)=[O:13])[CH:3]=3)[CH:25]=[CH:26][CH:27]=2)[CH:22]=[CH:21]1. (4) Reactant: FC(F)(F)C(O)=O.[Cl:8][C:9]1[C:10]([F:45])=[C:11]([C@@H:15]2[C@:19]([C:22]3[CH:27]=[CH:26][C:25]([Cl:28])=[CH:24][C:23]=3[F:29])([C:20]#[N:21])[C@H:18]([CH2:30][C:31]([CH3:34])([CH3:33])[CH3:32])[NH:17][C@H:16]2[C:35]([NH:37][C@H:38]2[CH2:43][CH2:42][C@H](N)[CH2:40][CH2:39]2)=[O:36])[CH:12]=[CH:13][CH:14]=1.[S:46]([NH2:50])([NH2:49])(=[O:48])=[O:47]. Product: [Cl:8][C:9]1[C:10]([F:45])=[C:11]([C@@H:15]2[C@:19]([C:22]3[CH:27]=[CH:26][C:25]([Cl:28])=[CH:24][C:23]=3[F:29])([C:20]#[N:21])[C@H:18]([CH2:30][C:31]([CH3:34])([CH3:33])[CH3:32])[NH:17][C@H:16]2[C:35]([NH:37][CH:38]2[CH2:43][CH2:42][N:49]([S:46]([NH2:50])(=[O:48])=[O:47])[CH2:40][CH2:39]2)=[O:36])[CH:12]=[CH:13][CH:14]=1. The catalyst class is: 1. (5) Reactant: [H-].[Al+3].[Li+].[H-].[H-].[H-].[F:7][C:8]1[C:9]([N:18]2[CH2:22][CH2:21][CH2:20][CH2:19]2)=[N:10][CH:11]=[C:12]([CH:17]=1)[C:13](OC)=[O:14].C(=O)([O-])O.[Na+]. Product: [F:7][C:8]1[CH:17]=[C:12]([CH2:13][OH:14])[CH:11]=[N:10][C:9]=1[N:18]1[CH2:19][CH2:20][CH2:21][CH2:22]1. The catalyst class is: 1.